Dataset: Full USPTO retrosynthesis dataset with 1.9M reactions from patents (1976-2016). Task: Predict the reactants needed to synthesize the given product. (1) Given the product [C:1]1([C@@H:7]([NH:9][C:10](=[O:23])[CH2:11][C@H:12]([C:16]2[CH:21]=[CH:20][C:19]([F:22])=[CH:18][CH:17]=2)[CH2:13][CH2:14][Br:25])[CH3:8])[CH:6]=[CH:5][CH:4]=[CH:3][CH:2]=1, predict the reactants needed to synthesize it. The reactants are: [C:1]1([C@@H:7]([NH:9][C:10](=[O:23])[CH2:11][C@H:12]([C:16]2[CH:21]=[CH:20][C:19]([F:22])=[CH:18][CH:17]=2)[CH2:13][CH2:14]O)[CH3:8])[CH:6]=[CH:5][CH:4]=[CH:3][CH:2]=1.P(Br)(Br)[Br:25].Br. (2) The reactants are: [O:1]1CCO[CH:2]1[C:6]1[S:7][C:8]([C:11]2[N:16]=[C:15]([NH:17][C:18]3[CH:23]=[C:22]([CH3:24])[CH:21]=[CH:20][N:19]=3)[CH:14]=[CH:13][CH:12]=2)=[CH:9][N:10]=1.Cl.C([O-])(O)=O.[Na+]. Given the product [CH3:24][C:22]1[CH:21]=[CH:20][N:19]=[C:18]([NH:17][C:15]2[N:16]=[C:11]([C:8]3[S:7][C:6]([CH:2]=[O:1])=[N:10][CH:9]=3)[CH:12]=[CH:13][CH:14]=2)[CH:23]=1, predict the reactants needed to synthesize it. (3) Given the product [O:9]1[CH:10]=[CH:11][N:12]=[C:8]1[C:5]1[CH:6]=[CH:7][C:2]([N:13]2[CH2:18][CH2:17][CH2:16][CH:15]([OH:19])[CH2:14]2)=[CH:3][CH:4]=1, predict the reactants needed to synthesize it. The reactants are: Br[C:2]1[CH:7]=[CH:6][C:5]([C:8]2[O:9][CH:10]=[CH:11][N:12]=2)=[CH:4][CH:3]=1.[NH:13]1[CH2:18][CH2:17][CH2:16][CH:15]([OH:19])[CH2:14]1. (4) Given the product [O:14]=[C:11]1[NH:10][C:9]2[CH:15]=[CH:16][C:6]([CH2:5][CH2:4][C:3]([OH:17])=[O:2])=[CH:7][C:8]=2[O:13][CH2:12]1, predict the reactants needed to synthesize it. The reactants are: C[O:2][C:3](=[O:17])[CH2:4][CH2:5][C:6]1[CH:16]=[CH:15][C:9]2[NH:10][C:11](=[O:14])[CH2:12][O:13][C:8]=2[CH:7]=1.[Li+].[OH-]. (5) Given the product [CH:5]1[CH:10]=[CH:9][C:8]([C:14]([OH:16])=[O:15])=[C:7]([C:17]2[C:18]3[CH:23]=[CH:22][C:21]([OH:24])=[CH:20][C:19]=3[O:25][C:26]3[C:27]=2[CH:28]=[CH:29][C:30]([CH:31]=3)=[O:32])[CH:6]=1, predict the reactants needed to synthesize it. The reactants are: C(=O)([O-])[O-].[CH:5]1[C:10](N=C=S)=[CH:9][C:8]2[C:14]([O:16][C:17]3([C:27]4[CH:28]=[CH:29][C:30]([OH:32])=[CH:31][C:26]=4[O:25][C:19]4[CH:20]=[C:21]([OH:24])[CH:22]=[CH:23][C:18]3=4)[C:7]=2[CH:6]=1)=[O:15].C1(=O)OC(=O)CC1. (6) Given the product [CH2:1]([N:8]1[CH2:9][CH2:10][C:11]([CH2:15][O:16][C:17]2[CH:22]=[CH:21][C:20]([C:23]([O:25][CH3:26])=[O:24])=[CH:19][CH:18]=2)([OH:14])[CH2:12][CH2:13]1)[C:2]1[CH:7]=[CH:6][CH:5]=[CH:4][CH:3]=1, predict the reactants needed to synthesize it. The reactants are: [CH2:1]([N:8]1[CH2:13][CH2:12][C:11]([CH2:15][O:16][C:17]2[CH:22]=[CH:21][C:20]([C:23]([OH:25])=[O:24])=[CH:19][CH:18]=2)([OH:14])[CH2:10][CH2:9]1)[C:2]1[CH:7]=[CH:6][CH:5]=[CH:4][CH:3]=1.[CH3:26][Si](C=[N+]=[N-])(C)C.